The task is: Predict the product of the given reaction.. This data is from Forward reaction prediction with 1.9M reactions from USPTO patents (1976-2016). (1) Given the reactants Br[C:2]1[N:7]=[C:6]([C:8]([O:10][CH3:11])=[O:9])[CH:5]=[CH:4][C:3]=1[F:12].[F:13][C:14]1[CH:19]=[C:18]([O:20][CH3:21])[CH:17]=[C:16]([F:22])[C:15]=1B(O)O.[F-].[K+].C(P(C(C)(C)C)C(C)(C)C)(C)(C)C, predict the reaction product. The product is: [F:13][C:14]1[CH:19]=[C:18]([O:20][CH3:21])[CH:17]=[C:16]([F:22])[C:15]=1[C:2]1[N:7]=[C:6]([C:8]([O:10][CH3:11])=[O:9])[CH:5]=[CH:4][C:3]=1[F:12]. (2) Given the reactants [CH:1]1([CH2:7][C:8]2[CH2:9][C:10]3[C:15]([CH:16]=2)=[CH:14][CH:13]=[CH:12][CH:11]=3)[CH2:6][CH2:5][CH2:4][CH2:3][CH2:2]1.C([Li])CCC.[Cl-].[CH3:23][C:24]([NH:27][SiH:28]([CH3:30])[CH3:29])([CH3:26])[CH3:25], predict the reaction product. The product is: [CH:1]1([CH2:7][C:8]2[CH:16]([Si:28]([CH3:30])([CH3:29])[NH:27][C:24]([CH3:26])([CH3:25])[CH3:23])[C:15]3[C:10]([CH:9]=2)=[CH:11][CH:12]=[CH:13][CH:14]=3)[CH2:2][CH2:3][CH2:4][CH2:5][CH2:6]1. (3) Given the reactants [F:1][C:2]([F:27])([F:26])[C:3]1[CH:8]=[CH:7][C:6]([C:9]2[C:13]3[CH:14]=[CH:15][C:16](OS(C(F)(F)F)(=O)=O)=[CH:17][C:12]=3[S:11][N:10]=2)=[CH:5][CH:4]=1.[CH2:28]([N:30]([CH2:35][CH2:36][O:37][CH3:38])[CH:31]([CH3:34])[C:32]#[CH:33])[CH3:29], predict the reaction product. The product is: [CH2:28]([N:30]([CH2:35][CH2:36][O:37][CH3:38])[CH:31]([CH3:34])[C:32]#[C:33][C:16]1[CH:15]=[CH:14][C:13]2[C:9]([C:6]3[CH:5]=[CH:4][C:3]([C:2]([F:1])([F:26])[F:27])=[CH:8][CH:7]=3)=[N:10][S:11][C:12]=2[CH:17]=1)[CH3:29]. (4) Given the reactants [CH2:1]=[CH:2][CH:3]([OH:6])[CH2:4][CH3:5].[H-].[Na+].C([O:11]C(OCC)CBr)C.[Cl-].[NH4+].C[N:21]1CC[CH2:23][C:22]1=O, predict the reaction product. The product is: [CH2:2]([CH:3]([O:6][CH2:23][CH:22]=[N:21][OH:11])[CH:4]=[CH2:5])[CH3:1].